This data is from Full USPTO retrosynthesis dataset with 1.9M reactions from patents (1976-2016). The task is: Predict the reactants needed to synthesize the given product. (1) The reactants are: [Br:1][C:2]1[CH:3]=[C:4]([CH:12]2[C:21]3[C:16](=[CH:17][C:18]([N:22]([CH3:24])[CH3:23])=[CH:19][CH:20]=3)[O:15][CH:14]([OH:25])[CH2:13]2)[CH:5]=[C:6]([O:10][CH3:11])[C:7]=1[O:8][CH3:9].CN(C1C=CC=CN=1)C.N1C=CC=CC=1.[C:41](OC(=O)C)(=[O:43])[CH3:42]. Given the product [C:41]([O:25][CH:14]1[CH2:13][CH:12]([C:4]2[CH:5]=[C:6]([O:10][CH3:11])[C:7]([O:8][CH3:9])=[C:2]([Br:1])[CH:3]=2)[C:21]2[C:16](=[CH:17][C:18]([N:22]([CH3:23])[CH3:24])=[CH:19][CH:20]=2)[O:15]1)(=[O:43])[CH3:42], predict the reactants needed to synthesize it. (2) The reactants are: [Cl:1][C:2]1[CH:7]=[CH:6][C:5]([CH:8]2[CH2:13][C:12](=[O:14])[NH:11][C:10]([CH3:15])=[C:9]2[C:16]([OH:18])=O)=[CH:4][CH:3]=1.[NH:19]1[C:27]2[C:22](=[CH:23][C:24]([NH2:28])=[CH:25][CH:26]=2)[CH:21]=[N:20]1.C(Cl)CCl.CCN(CC)CC. Given the product [Cl:1][C:2]1[CH:3]=[CH:4][C:5]([CH:8]2[CH2:13][C:12](=[O:14])[NH:11][C:10]([CH3:15])=[C:9]2[C:16]([NH:28][C:24]2[CH:23]=[C:22]3[C:27](=[CH:26][CH:25]=2)[NH:19][N:20]=[CH:21]3)=[O:18])=[CH:6][CH:7]=1, predict the reactants needed to synthesize it. (3) Given the product [CH2:1]([N:4]([CH2:5][CH:6]=[CH2:7])[CH2:10][CH2:9][C:8]([OH:12])=[O:11])[CH:2]=[CH2:3], predict the reactants needed to synthesize it. The reactants are: [CH2:1]([NH:4][CH2:5][CH:6]=[CH2:7])[CH:2]=[CH2:3].[C:8]([OH:12])(=[O:11])[CH:9]=[CH2:10]. (4) Given the product [Si:5]([O:8][C:9]1[C:10]([F:17])=[C:11]([CH:12]=[C:13]([CH2:15][CH3:16])[CH:14]=1)[CH:26]=[O:27])([C:1]([CH3:4])([CH3:3])[CH3:2])([CH3:7])[CH3:6], predict the reactants needed to synthesize it. The reactants are: [C:1]([Si:5]([O:8][C:9]1[CH:14]=[C:13]([CH2:15][CH3:16])[CH:12]=[CH:11][C:10]=1[F:17])([CH3:7])[CH3:6])([CH3:4])([CH3:3])[CH3:2].[Li]CCCC.CN([CH:26]=[O:27])C.